From a dataset of Catalyst prediction with 721,799 reactions and 888 catalyst types from USPTO. Predict which catalyst facilitates the given reaction. (1) Reactant: [F:1][C:2]([F:16])([F:15])[C:3](=O)[CH2:4][C:5]([C:7]1[CH:12]=[CH:11][C:10]([CH3:13])=[CH:9][CH:8]=1)=O.Cl.[CH3:18][C:19]1[CH:20]=[C:21]([NH:25][NH2:26])[CH:22]=[CH:23][CH:24]=1. Product: [CH3:18][C:19]1[CH:20]=[C:21]([N:25]2[C:5]([C:7]3[CH:12]=[CH:11][C:10]([CH3:13])=[CH:9][CH:8]=3)=[CH:4][C:3]([C:2]([F:16])([F:15])[F:1])=[N:26]2)[CH:22]=[CH:23][CH:24]=1. The catalyst class is: 8. (2) Reactant: [F:1][C:2]1[CH:24]=[CH:23][C:5]([O:6][C:7]2[CH:8]=[C:9]([NH:13][C:14]([C:16]3([CH3:22])[CH2:21][CH2:20][NH:19][CH2:18][CH2:17]3)=[O:15])[CH:10]=[CH:11][CH:12]=2)=[CH:4][CH:3]=1.Cl[C:26]1[C:27]2[CH:34]=[CH:33][NH:32][C:28]=2[N:29]=[CH:30][N:31]=1.C(N(CC)CC)C. Product: [F:1][C:2]1[CH:24]=[CH:23][C:5]([O:6][C:7]2[CH:8]=[C:9]([NH:13][C:14]([C:16]3([CH3:22])[CH2:17][CH2:18][N:19]([C:26]4[C:27]5[CH:34]=[CH:33][NH:32][C:28]=5[N:29]=[CH:30][N:31]=4)[CH2:20][CH2:21]3)=[O:15])[CH:10]=[CH:11][CH:12]=2)=[CH:4][CH:3]=1. The catalyst class is: 32. (3) Reactant: Cl.[CH3:2][CH:3]1[O:8][CH2:7][CH2:6][N:5]([C:9]2[CH:10]=[C:11]([C@@H:15]([NH2:17])[CH3:16])[CH:12]=[CH:13][CH:14]=2)[CH2:4]1.[C:18](O)(=[O:27])[CH:19]=[CH:20][C:21]1[CH:26]=[CH:25][CH:24]=[CH:23][CH:22]=1.C(Cl)CCl.C(N(CC)CC)C. Product: [CH3:2][CH:3]1[O:8][CH2:7][CH2:6][N:5]([C:9]2[CH:10]=[C:11]([C@@H:15]([NH:17][C:18](=[O:27])[CH:19]=[CH:20][C:21]3[CH:26]=[CH:25][CH:24]=[CH:23][CH:22]=3)[CH3:16])[CH:12]=[CH:13][CH:14]=2)[CH2:4]1. The catalyst class is: 166.